From a dataset of CYP2C9 inhibition data for predicting drug metabolism from PubChem BioAssay. Regression/Classification. Given a drug SMILES string, predict its absorption, distribution, metabolism, or excretion properties. Task type varies by dataset: regression for continuous measurements (e.g., permeability, clearance, half-life) or binary classification for categorical outcomes (e.g., BBB penetration, CYP inhibition). Dataset: cyp2c9_veith. (1) The molecule is CC(C)C(=O)Nc1ccc(NC(=O)c2cccnc2)cn1. The result is 0 (non-inhibitor). (2) The molecule is OC1(C(O)(c2ccc(-c3ccccc3)cc2)c2ccc(-c3ccccc3)cc2)CCCCC1. The result is 0 (non-inhibitor).